From a dataset of Forward reaction prediction with 1.9M reactions from USPTO patents (1976-2016). Predict the product of the given reaction. (1) Given the reactants [NH2:1][C:2]1[CH:11]=[CH:10][C:9]2[C:4](=[CH:5][CH:6]=[CH:7][C:8]=2[O:12][CH3:13])[CH:3]=1.[N:14]([O-])=O.[Na+].Cl[Sn]Cl, predict the reaction product. The product is: [CH3:13][O:12][C:8]1[CH:7]=[CH:6][CH:5]=[C:4]2[C:9]=1[CH:10]=[CH:11][C:2]([NH:1][NH2:14])=[CH:3]2. (2) Given the reactants CC(C[AlH]CC(C)C)C.[CH3:10][C:11]1[CH:12]=[C:13]([CH:16]=[CH:17][C:18]=1[C:19]1[S:20][C:21]2[C:26]([N:27]=1)=[CH:25][CH:24]=[C:23]([C:28]1([C:31]3[CH:36]=[CH:35][CH:34]=[CH:33][CH:32]=3)[CH2:30][CH2:29]1)[N:22]=2)[C:14]#N.C(C(C(C([O-])=O)O)O)([O-])=[O:38], predict the reaction product. The product is: [CH3:10][C:11]1[CH:12]=[C:13]([CH:16]=[CH:17][C:18]=1[C:19]1[S:20][C:21]2[C:26]([N:27]=1)=[CH:25][CH:24]=[C:23]([C:28]1([C:31]3[CH:36]=[CH:35][CH:34]=[CH:33][CH:32]=3)[CH2:30][CH2:29]1)[N:22]=2)[CH:14]=[O:38]. (3) Given the reactants Br[CH2:2][CH2:3][CH2:4][CH:5]1[CH2:10][CH2:9][CH2:8][CH2:7][CH2:6]1.[CH3:11][C:12]1[C:17]([CH3:18])=[CH:16][C:15]([NH2:19])=[C:14]([NH2:20])[CH:13]=1.C(=O)(O)[O-].[Na+], predict the reaction product. The product is: [CH:5]1([CH2:4][CH2:3][CH2:2][NH:19][C:15]2[C:14]([NH2:20])=[CH:13][C:12]([CH3:11])=[C:17]([CH3:18])[CH:16]=2)[CH2:10][CH2:9][CH2:8][CH2:7][CH2:6]1. (4) Given the reactants C([O:3][C:4](=[O:25])[CH2:5][N:6]1[C:11]([Cl:12])=[CH:10][N:9]=[C:8]([NH:13][CH2:14][C:15]([F:23])([F:22])[C:16]2[CH:21]=[CH:20][CH:19]=[CH:18][N:17]=2)[C:7]1=[O:24])C.[OH-].[K+].Cl.[Cl-].[K+], predict the reaction product. The product is: [Cl:12][C:11]1[N:6]([CH2:5][C:4]([OH:25])=[O:3])[C:7](=[O:24])[C:8]([NH:13][CH2:14][C:15]([F:22])([F:23])[C:16]2[CH:21]=[CH:20][CH:19]=[CH:18][N:17]=2)=[N:9][CH:10]=1. (5) Given the reactants [CH3:1][O:2][C:3]1[CH:8]=[CH:7][C:6]([CH:9]([CH:12]=O)[CH:10]=O)=[CH:5][CH:4]=1.[NH2:14][NH2:15], predict the reaction product. The product is: [CH3:1][O:2][C:3]1[CH:8]=[CH:7][C:6]([C:9]2[CH:12]=[N:14][NH:15][CH:10]=2)=[CH:5][CH:4]=1.